From a dataset of Forward reaction prediction with 1.9M reactions from USPTO patents (1976-2016). Predict the product of the given reaction. (1) Given the reactants [NH2:1][C:2]1[CH:9]=[CH:8][C:7](B2OC(C)(C)C(C)(C)O2)=[CH:6][C:3]=1[C:4]#[N:5].O.O.P([O-])([O-])([O-])=O.[K+].[K+].[K+].Br[C:30]1[N:35]=[C:34]2[N:36]([CH2:45][CH2:46][N:47]3[CH2:52][CH2:51][CH2:50][CH2:49][CH2:48]3)[N:37]=[C:38]([C:39]3[CH:44]=[CH:43][CH:42]=[CH:41][CH:40]=3)[C:33]2=[C:32]([C:53]([F:56])([F:55])[F:54])[CH:31]=1.ClCCl.CCCCC, predict the reaction product. The product is: [NH2:1][C:2]1[CH:9]=[CH:8][C:7]([C:30]2[N:35]=[C:34]3[N:36]([CH2:45][CH2:46][N:47]4[CH2:52][CH2:51][CH2:50][CH2:49][CH2:48]4)[N:37]=[C:38]([C:39]4[CH:44]=[CH:43][CH:42]=[CH:41][CH:40]=4)[C:33]3=[C:32]([C:53]([F:54])([F:55])[F:56])[CH:31]=2)=[CH:6][C:3]=1[C:4]#[N:5]. (2) Given the reactants [C:1]([O:5][C:6]([NH:8][CH:9]1[C:17]2[C:12](=[CH:13][C:14]([C:18]([OH:20])=O)=[CH:15][CH:16]=2)[CH2:11][CH2:10]1)=[O:7])([CH3:4])([CH3:3])[CH3:2].[CH3:21][Si:22](NC)([CH3:24])[CH3:23].CCN=C=NCCC[N:35]([CH3:37])C.O, predict the reaction product. The product is: [CH3:21][Si:22]([CH2:37][NH:35][C:18]([C:14]1[CH:13]=[C:12]2[C:17](=[CH:16][CH:15]=1)[CH:9]([NH:8][C:6](=[O:7])[O:5][C:1]([CH3:4])([CH3:3])[CH3:2])[CH2:10][CH2:11]2)=[O:20])([CH3:24])[CH3:23]. (3) Given the reactants [NH2:1][C:2]1[CH:7]=[C:6]([Cl:8])[CH:5]=[CH:4][N:3]=1.[CH2:9]([N:11]=[C:12]=[O:13])[CH3:10], predict the reaction product. The product is: [Cl:8][C:6]1[CH:5]=[CH:4][N:3]=[C:2]([NH:1][C:12]([NH:11][CH2:9][CH3:10])=[O:13])[CH:7]=1. (4) Given the reactants CC1(C)COB([C:8]2[CH:9]=[C:10]([CH:13]=[C:14]([O:16][C:17]([F:20])([F:19])[F:18])[CH:15]=2)[CH:11]=[O:12])OC1.[F:22][C:23]1[CH:30]=[CH:29][C:26]([CH2:27]Br)=[CH:25][CH:24]=1.C(=O)([O-])[O-].[Na+].[Na+].O, predict the reaction product. The product is: [F:22][C:23]1[CH:30]=[CH:29][C:26]([CH2:27][C:8]2[CH:9]=[C:10]([CH:13]=[C:14]([O:16][C:17]([F:18])([F:19])[F:20])[CH:15]=2)[CH:11]=[O:12])=[CH:25][CH:24]=1.